This data is from Peptide-MHC class II binding affinity with 134,281 pairs from IEDB. The task is: Regression. Given a peptide amino acid sequence and an MHC pseudo amino acid sequence, predict their binding affinity value. This is MHC class II binding data. (1) The peptide sequence is EAIIRILQQLLFIHFRIGCQHSR. The MHC is HLA-DPA10301-DPB10402 with pseudo-sequence HLA-DPA10301-DPB10402. The binding affinity (normalized) is 0.578. (2) The peptide sequence is DSYIIVGRGDSRLTY. The MHC is DRB1_0802 with pseudo-sequence DRB1_0802. The binding affinity (normalized) is 0.131. (3) The peptide sequence is ERKLHQQGRCRTCVY. The MHC is HLA-DQA10501-DQB10303 with pseudo-sequence HLA-DQA10501-DQB10303. The binding affinity (normalized) is 0.231. (4) The MHC is HLA-DPA10103-DPB10401 with pseudo-sequence HLA-DPA10103-DPB10401. The binding affinity (normalized) is 0.0282. The peptide sequence is KLCPNNLCCSQWGWC. (5) The peptide sequence is RPAPGGKAYMDVISR. The MHC is DRB1_0404 with pseudo-sequence DRB1_0404. The binding affinity (normalized) is 0.378. (6) The peptide sequence is RDCLIAHGAANTITE. The MHC is DRB1_0301 with pseudo-sequence DRB1_0301. The binding affinity (normalized) is 0.147. (7) The peptide sequence is LIRKKLMTSPKWVQM. The MHC is DRB1_0401 with pseudo-sequence DRB1_0401. The binding affinity (normalized) is 0.496. (8) The peptide sequence is DNSFVSAISQTEVKE. The MHC is HLA-DQA10303-DQB10402 with pseudo-sequence HLA-DQA10303-DQB10402. The binding affinity (normalized) is 0.417.